Dataset: NCI-60 drug combinations with 297,098 pairs across 59 cell lines. Task: Regression. Given two drug SMILES strings and cell line genomic features, predict the synergy score measuring deviation from expected non-interaction effect. Drug 1: C1=NC2=C(N=C(N=C2N1C3C(C(C(O3)CO)O)F)Cl)N. Drug 2: CCC1(CC2CC(C3=C(CCN(C2)C1)C4=CC=CC=C4N3)(C5=C(C=C6C(=C5)C78CCN9C7C(C=CC9)(C(C(C8N6C)(C(=O)OC)O)OC(=O)C)CC)OC)C(=O)OC)O.OS(=O)(=O)O. Cell line: U251. Synergy scores: CSS=-2.47, Synergy_ZIP=-0.304, Synergy_Bliss=-1.87, Synergy_Loewe=-4.44, Synergy_HSA=-3.80.